This data is from Forward reaction prediction with 1.9M reactions from USPTO patents (1976-2016). The task is: Predict the product of the given reaction. (1) Given the reactants [CH3:1][C:2]1[CH:6]=[CH:5][N:4]([CH2:7][C:8]([OH:10])=[O:9])[N:3]=1.OS(O)(=O)=O.[CH3:16][CH2:17]O, predict the reaction product. The product is: [CH3:1][C:2]1[CH:6]=[CH:5][N:4]([CH2:7][C:8]([O:10][CH2:16][CH3:17])=[O:9])[N:3]=1. (2) The product is: [CH3:2][N:3]([C:4]([NH:6][C:7]([NH2:9])=[NH:8])=[NH:5])[CH3:10]. Given the reactants Cl.[CH3:2][N:3]([CH3:10])[C:4]([NH:6][C:7](=[NH:9])[NH2:8])=[NH:5].[OH-].[Na+], predict the reaction product. (3) Given the reactants [F:1][C:2]1[CH:11]=[C:10]2[C:5]([CH:6]=[CH:7][CH:8]=[N:9]2)=[CH:4][C:3]=1[CH2:12][C:13]([OH:15])=[O:14].OS(O)(=O)=O.[CH3:21]O, predict the reaction product. The product is: [CH3:21][O:14][C:13](=[O:15])[CH2:12][C:3]1[CH:4]=[C:5]2[C:10](=[CH:11][C:2]=1[F:1])[N:9]=[CH:8][CH:7]=[CH:6]2.